From a dataset of Experimentally validated miRNA-target interactions with 360,000+ pairs, plus equal number of negative samples. Binary Classification. Given a miRNA mature sequence and a target amino acid sequence, predict their likelihood of interaction. (1) The miRNA is cel-miR-2209a-3p with sequence AGAGAUCAGCGGUUACACUACA. The protein sequence of the target gene is MVDGVMILPVLMMMAFPSPSVEDEKPKVNQKLYMCVCEGLSCGNEDHCEGQQCFSSLSINDGFHVYQKGCFQVYEQGKMTCKTPPSPGQAVECCQGDWCNRNITAQLPTKGKSFPGTQNFHLEVGLIILSVVFAVCLLACILGVALRKFKRRNQERLNPRDVEYGTIEGLITTNVGDSTLAELLDHSCTSGSGSGLPFLVQRTVARQITLLECVGKGRYGEVWRGSWQGENVAVKIFSSRDEKSWFRETELYNTVMLRHENILGFIASDMTSRHSSTQLWLITHYHEMGSLYDYLQLTTL.... Result: 0 (no interaction). (2) The miRNA is hsa-miR-548ak with sequence AAAAGUAACUGCGGUUUUUGA. The protein sequence of the target gene is MALKRIHKELNDLARDPPAQCSAGPVGDDMFHWQATIMGPNDSPYQGGVFFLTIHFPTDYPFKPPKVAFTTRIYHPNINSNGSICLDILRSQWSPALTISKVLLSICSLLCDPNPDDPLVPEIARIYKTDREKYNRIAREWTQKYAM. Result: 1 (interaction).